From a dataset of Forward reaction prediction with 1.9M reactions from USPTO patents (1976-2016). Predict the product of the given reaction. (1) Given the reactants C[O:2][C:3]([C:5]1[C:6]([O:20][CH3:21])=[C:7]2[C:12](=[C:13]([O:17][CH3:18])[C:14]=1[O:15][CH3:16])[CH:11]1[CH2:19][CH:8]2[CH:9]=[CH:10]1)=[O:4].[OH-].[Na+], predict the reaction product. The product is: [CH3:21][O:20][C:6]1[C:5]([C:3]([OH:4])=[O:2])=[C:14]([O:15][CH3:16])[C:13]([O:17][CH3:18])=[C:12]2[C:7]=1[CH:8]1[CH2:19][CH:11]2[CH:10]=[CH:9]1. (2) Given the reactants [F:1][C:2]1[CH:7]=[C:6]([O:8][C:9]2[CH:10]=[N:11][C:12]([N+:15]([O-])=O)=[CH:13][CH:14]=2)[CH:5]=[CH:4][C:3]=1[NH:18][C:19](=[O:28])[O:20][CH2:21][C:22]1[CH:27]=[CH:26][CH:25]=[CH:24][CH:23]=1.O.[Cl-].[Ca+2].[Cl-], predict the reaction product. The product is: [NH2:15][C:12]1[N:11]=[CH:10][C:9]([O:8][C:6]2[CH:5]=[CH:4][C:3]([NH:18][C:19](=[O:28])[O:20][CH2:21][C:22]3[CH:27]=[CH:26][CH:25]=[CH:24][CH:23]=3)=[C:2]([F:1])[CH:7]=2)=[CH:14][CH:13]=1. (3) Given the reactants COCCN(S(F)(F)[F:11])CCOC.[F:14][C:15]1[CH:20]=[CH:19][C:18]([C:21]2(O)[CH2:26][CH2:25][N:24]([C:27]([O:29][C:30]([CH3:33])([CH3:32])[CH3:31])=[O:28])[CH2:23][CH2:22]2)=[CH:17][CH:16]=1.C(=O)(O)[O-], predict the reaction product. The product is: [F:14][C:15]1[CH:20]=[CH:19][C:18]([C:21]2([F:11])[CH2:26][CH2:25][N:24]([C:27]([O:29][C:30]([CH3:33])([CH3:32])[CH3:31])=[O:28])[CH2:23][CH2:22]2)=[CH:17][CH:16]=1. (4) Given the reactants [NH2:1][C:2]1[N:7]=[C:6]([OH:8])[CH:5]=[CH:4][N:3]=1.C(N(CC)CC)C.[F:16][C:17]1[CH:18]=[N:19][C:20]([O:26][C:27]2[CH:32]=[CH:31][CH:30]=[C:29]([S:33][CH3:34])[CH:28]=2)=[C:21]([CH:25]=1)[C:22](O)=[O:23].Cl.CN(C)CCCN=C=NCC.ON1C2C=CC=CC=2N=N1, predict the reaction product. The product is: [F:16][C:17]1[CH:18]=[N:19][C:20]([O:26][C:27]2[CH:32]=[CH:31][CH:30]=[C:29]([S:33][CH3:34])[CH:28]=2)=[C:21]([CH:25]=1)[C:22]([NH:1][C:2]1[N:7]=[C:6]([OH:8])[CH:5]=[CH:4][N:3]=1)=[O:23]. (5) Given the reactants [CH2:1]([N:3](CC)CC)[CH3:2].C1C[N:11]([P+](ON2N=NC3C=CC=CC2=3)(N2CCCC2)N2CCCC2)CC1.F[P-](F)(F)(F)(F)F.C(OC([C:48]1[CH2:49][C:50]([C:66]([OH:68])=O)=[CH:51][C:52]2[CH:58]=[CH:57][C:56]([C:59]([F:65])([F:64])[C:60]([F:63])([F:62])[F:61])=[CH:55][C:53]=2[N:54]=1)=O)(C)(C)C.Cl.C(N)C, predict the reaction product. The product is: [NH2:11][C:48]1[CH2:49][C:50]([C:66]([NH:3][CH2:1][CH3:2])=[O:68])=[CH:51][C:52]2[CH:58]=[CH:57][C:56]([C:59]([F:64])([F:65])[C:60]([F:61])([F:62])[F:63])=[CH:55][C:53]=2[N:54]=1. (6) The product is: [N:5]([CH2:4][C@@H:3]([OH:8])[C@@H:2]([NH:1][C:45](=[O:44])[C:46]1[CH:39]=[C:49]([CH3:48])[CH:50]=[C:51]([C:36]([N:33]([CH2:32][CH2:31][CH3:30])[CH2:35][CH2:18][CH3:19])=[O:37])[CH:52]=1)[CH2:9][C:10]1[CH:11]=[C:12]([F:17])[CH:13]=[C:14]([F:16])[CH:15]=1)=[N+:6]=[N-:7]. Given the reactants [NH2:1][C@@H:2]([CH2:9][C:10]1[CH:15]=[C:14]([F:16])[CH:13]=[C:12]([F:17])[CH:11]=1)[C@H:3]([OH:8])[CH2:4][N:5]=[N+:6]=[N-:7].[CH2:18](N(CC)CC)[CH3:19].C(N=C=N[CH2:30][CH2:31][CH2:32][N:33]([CH3:35])C)C.[CH3:36][OH:37].Cl[CH2:39]Cl.C([O:44][CH2:45][CH3:46])(=O)C.C[CH2:48][CH2:49][CH2:50][CH2:51][CH3:52], predict the reaction product. (7) Given the reactants [NH2:1][C:2]1[N:6]([C:7]2[CH:12]=[CH:11]C=[CH:9][C:8]=2OC)[N:5]=[CH:4][C:3]=1[C:15]#[N:16].[S:17]1CCC(NN)CC1, predict the reaction product. The product is: [NH2:1][C:2]1[N:6]([CH:7]2[CH2:12][CH2:11][S:17][CH2:9][CH2:8]2)[N:5]=[CH:4][C:3]=1[C:15]#[N:16]. (8) Given the reactants [C:1]([O:4][CH:5]1[CH2:10][CH2:9][CH2:8][N:7]([C:11]2[N:12]=[C:13]3[CH:30]=[C:29](/[CH:31]=[CH:32]/[C:33]4[S:34][CH:35]=[C:36]([CH:38]([CH3:40])[CH3:39])[N:37]=4)[CH:28]=[CH:27][N:14]3[C:15](=[O:26])[C:16]=2/[CH:17]=[CH:18]/[C:19]([NH:21][CH2:22][CH2:23][C:24]#[N:25])=O)[CH2:6]1)(=[O:3])[CH3:2].[N-:41]=[N+:42]=[N-:43].[Na+].FC(F)(F)S(OS(C(F)(F)F)(=O)=O)(=O)=O.C(=O)([O-])O.[Na+], predict the reaction product. The product is: [C:1]([O:4][CH:5]1[CH2:10][CH2:9][CH2:8][N:7]([C:11]2[N:12]=[C:13]3[CH:30]=[C:29](/[CH:31]=[CH:32]/[C:33]4[S:34][CH:35]=[C:36]([CH:38]([CH3:39])[CH3:40])[N:37]=4)[CH:28]=[CH:27][N:14]3[C:15](=[O:26])[C:16]=2/[CH:17]=[CH:18]/[C:19]2[N:21]([CH2:22][CH2:23][C:24]#[N:25])[N:43]=[N:42][N:41]=2)[CH2:6]1)(=[O:3])[CH3:2]. (9) Given the reactants [O:1]=[S:2]1(=[O:28])[C:8]2[CH:9]=[C:10]([OH:15])[C:11]([S:13][CH3:14])=[CH:12][C:7]=2[N:6]([C:16]2[CH:21]=[CH:20][CH:19]=[CH:18][CH:17]=2)[CH2:5][C:4]([CH2:24][CH2:25][CH2:26][CH3:27])([CH2:22][CH3:23])[CH2:3]1.C(=O)([O-])[O-].[Na+].[Na+].Br[CH2:36][C:37]([O:39][CH2:40][CH3:41])=[O:38], predict the reaction product. The product is: [O:28]=[S:2]1(=[O:1])[C:8]2[CH:9]=[C:10]([O:15][CH2:36][C:37]([O:39][CH2:40][CH3:41])=[O:38])[C:11]([S:13][CH3:14])=[CH:12][C:7]=2[N:6]([C:16]2[CH:17]=[CH:18][CH:19]=[CH:20][CH:21]=2)[CH2:5][C:4]([CH2:24][CH2:25][CH2:26][CH3:27])([CH2:22][CH3:23])[CH2:3]1.